Dataset: Forward reaction prediction with 1.9M reactions from USPTO patents (1976-2016). Task: Predict the product of the given reaction. (1) Given the reactants [C:1]([OH:9])(=[O:8])[C:2]([CH2:4][C:5]([OH:7])=[O:6])=[CH2:3].BrBr.C(=O)([O-])O.[Na+:16].C(=O)([O-])[O-].[Na+].[Na+], predict the reaction product. The product is: [O:6]=[C:5]1[O:7][CH2:3][C:2]([C:1]([O-:9])=[O:8])=[CH:4]1.[Na+:16]. (2) Given the reactants Br[C:2]1[CH:3]=[C:4]([C:11]#[N:12])[CH:5]=[C:6]2[C:10]=1[CH2:9][CH2:8][CH2:7]2.CN([CH:16]=[O:17])C.C1(P(C2C=CC=CC=2)C2C=CC=CC=2)C=CC=CC=1.C(N(CC)CC)C.[OH2:44], predict the reaction product. The product is: [C:11]([C:4]1[CH:3]=[C:2]([C:16]([OH:17])=[O:44])[C:10]2[CH2:9][CH2:8][CH2:7][C:6]=2[CH:5]=1)#[N:12]. (3) Given the reactants C([O:3][C:4](=[O:34])[CH:5]([C:10]1[CH:11]=[C:12]([C:24]2[CH:29]=[CH:28][C:27]([C:30]([F:33])([F:32])[F:31])=[CH:26][CH:25]=2)[CH:13]=[C:14](OS(C(F)(F)F)(=O)=O)[CH:15]=1)[CH2:6][CH:7]([CH3:9])[CH3:8])C.[CH3:35][O:36][C:37]1[CH:42]=[CH:41][C:40](B(O)O)=[CH:39][CH:38]=1, predict the reaction product. The product is: [CH3:35][O:36][C:37]1[CH:42]=[CH:41][C:40]([C:14]2[CH:15]=[C:10]([CH:5]([CH2:6][CH:7]([CH3:9])[CH3:8])[C:4]([OH:34])=[O:3])[CH:11]=[C:12]([C:24]3[CH:25]=[CH:26][C:27]([C:30]([F:31])([F:32])[F:33])=[CH:28][CH:29]=3)[CH:13]=2)=[CH:39][CH:38]=1. (4) Given the reactants [CH:1]1([CH2:4][O:5][C:6]2[N:11]=[CH:10][N:9]=[C:8]([NH2:12])[CH:7]=2)[CH2:3][CH2:2]1.[CH:13]1(CO)CCC[CH2:14]1, predict the reaction product. The product is: [CH:1]1([CH2:4][O:5][C:6]2[N:11]=[CH:10][N:9]=[C:8]([NH2:12])[CH:7]=2)[CH2:3][CH2:2][CH2:14][CH2:13]1. (5) Given the reactants Br[C:2]1[CH:7]=[CH:6][C:5]([CH:8]([NH:10][C:11](=[O:27])[C:12]2[CH:17]=[C:16]([F:18])[CH:15]=[N:14][C:13]=2[O:19][C:20]2[CH:25]=[CH:24][C:23]([F:26])=[CH:22][CH:21]=2)[CH3:9])=[CH:4][CH:3]=1.C1(P(C2C=CC=CC=2)CCCP(C2C=CC=CC=2)C2C=CC=CC=2)C=CC=CC=1.C(N(CC)CC)C.CN(C)[CH:66]=[O:67].C[CH2:70][O:71]CC, predict the reaction product. The product is: [F:18][C:16]1[CH:17]=[C:12]([C:11]([NH:10][CH:8]([C:5]2[CH:6]=[CH:7][C:2]([C:70]([O:67][CH3:66])=[O:71])=[CH:3][CH:4]=2)[CH3:9])=[O:27])[C:13]([O:19][C:20]2[CH:25]=[CH:24][C:23]([F:26])=[CH:22][CH:21]=2)=[N:14][CH:15]=1. (6) Given the reactants Br[C:2]1[CH:3]=[C:4]2[C:8](=[CH:9][CH:10]=1)NC=C2.[Br:11][C:12]1[CH:13]=[C:14]2[C:18](=[CH:19][CH:20]=1)[NH:17][C:16]([CH3:21])=[CH:15]2, predict the reaction product. The product is: [Br:11][C:12]1[CH:13]=[C:14]2[C:18](=[CH:19][CH:20]=1)[N:17]([C:2]1[CH:3]=[CH:4][CH:8]=[CH:9][CH:10]=1)[C:16]([CH3:21])=[CH:15]2. (7) Given the reactants [NH2:1][C@@H:2]([CH2:5][O:6][CH:7]([C:9]1[CH:14]=[CH:13][CH:12]=[CH:11][CH:10]=1)[CH3:8])[CH2:3][OH:4].[N:15]#[C:16]Br, predict the reaction product. The product is: [C:9]1([CH:7]([O:6][CH2:5][C@H:2]2[CH2:3][O:4][C:16]([NH2:15])=[N:1]2)[CH3:8])[CH:14]=[CH:13][CH:12]=[CH:11][CH:10]=1.